From a dataset of Reaction yield outcomes from USPTO patents with 853,638 reactions. Predict the reaction yield, written as a fraction of the theoretical maximum amount of product (1.0 means a 100% yield; for example, 0.34 means a 34% yield). The reactants are C(Cl)CCl.[CH3:5][NH:6][CH3:7].[Cl:8][C:9]1[N:14]=[C:13]([C:15](O)=[O:16])[C:12]([C:18]([F:21])([F:20])[F:19])=[CH:11][CH:10]=1.[Cl-].[NH4+]. The catalyst is ClCCl. The product is [Cl:8][C:9]1[N:14]=[C:13]([C:15]([N:6]([CH3:7])[CH3:5])=[O:16])[C:12]([C:18]([F:21])([F:20])[F:19])=[CH:11][CH:10]=1. The yield is 0.430.